The task is: Binary Classification. Given a drug SMILES string, predict its activity (active/inactive) in a high-throughput screening assay against a specified biological target.. This data is from Tyrosyl-DNA phosphodiesterase HTS with 341,365 compounds. (1) The drug is FC(F)(F)c1cc(NC(=O)c2cc(OC)c(OC)cc2)c(N2CCN(CC2)c2ccccc2)cc1. The result is 0 (inactive). (2) The result is 0 (inactive). The molecule is O=C=NC1CC(CC(C1)(C)C)(CN=C=O)C. (3) The molecule is O=C1N(C(=O)C2C1CC=CC2)CC(OCC(=O)Nc1c(cccc1)C(OCC)=O)=O. The result is 0 (inactive). (4) The drug is S(CC(=O)N(CC(=O)Nc1c(F)cccc1F)CC)c1oc2c(n1)cccc2. The result is 0 (inactive). (5) The drug is S(=O)(=O)(N1CCCC1)c1cc(NS(=O)(=O)c2cc(OC)c(OC)cc2)ccc1. The result is 0 (inactive).